The task is: Predict the product of the given reaction.. This data is from Forward reaction prediction with 1.9M reactions from USPTO patents (1976-2016). (1) Given the reactants Br[C:2]1[N:7]=[C:6]([NH:8][CH:9]2[CH2:14][CH2:13][CH2:12][N:11]([C:15]([O:17][C:18]([CH3:21])([CH3:20])[CH3:19])=[O:16])[CH2:10]2)[C:5]([NH:22][CH3:23])=[N:4][CH:3]=1.[N:24]1[CH:29]=[CH:28][C:27](B(O)O)=[CH:26][CH:25]=1, predict the reaction product. The product is: [CH3:23][NH:22][C:5]1[C:6]([NH:8][CH:9]2[CH2:14][CH2:13][CH2:12][N:11]([C:15]([O:17][C:18]([CH3:21])([CH3:20])[CH3:19])=[O:16])[CH2:10]2)=[N:7][C:2]([C:27]2[CH:28]=[CH:29][N:24]=[CH:25][CH:26]=2)=[CH:3][N:4]=1. (2) Given the reactants [Cl:1][C:2]1[C:10]([O:11][CH3:12])=[CH:9][CH:8]=[CH:7][C:3]=1[C:4]([OH:6])=O.[CH:13]1([CH2:16][CH:17]([C:20]2[CH:21]=[N:22][C:23]([CH:26]([F:28])[F:27])=[CH:24][CH:25]=2)[CH2:18][NH2:19])[CH2:15][CH2:14]1, predict the reaction product. The product is: [Cl:1][C:2]1[C:10]([O:11][CH3:12])=[CH:9][CH:8]=[CH:7][C:3]=1[C:4]([NH:19][CH2:18][CH:17]([C:20]1[CH:21]=[N:22][C:23]([CH:26]([F:28])[F:27])=[CH:24][CH:25]=1)[CH2:16][CH:13]1[CH2:14][CH2:15]1)=[O:6]. (3) Given the reactants Cl.[C:2]([O:6][C:7](=[O:12])[CH2:8][CH2:9][CH2:10][NH2:11])([CH3:5])([CH3:4])[CH3:3].[Cl:13][C:14]1[CH:15]=[C:16]([CH:38]=[CH:39][C:40]=1[Cl:41])[CH2:17][N:18]1[CH2:23][CH2:22][O:21][C@@H:20]([CH2:24][NH:25][C:26](=O)[O:27]C2C=CC([N+]([O-])=O)=CC=2)[CH2:19]1.C(N(CC)C(C)C)(C)C.C(=O)([O-])[O-].[K+].[K+], predict the reaction product. The product is: [Cl:13][C:14]1[CH:15]=[C:16]([CH:38]=[CH:39][C:40]=1[Cl:41])[CH2:17][N:18]1[CH2:23][CH2:22][O:21][C@@H:20]([CH2:24][NH:25][C:26]([NH:11][CH2:10][CH2:9][CH2:8][C:7]([O:6][C:2]([CH3:5])([CH3:3])[CH3:4])=[O:12])=[O:27])[CH2:19]1. (4) Given the reactants [OH-].[Li+].O.[F:4][C:5]1[CH:41]=[CH:40][C:8]([CH2:9][C@H:10]2[C:15](=[O:16])[N:14]([C@H:17]([CH2:23][CH2:24][CH3:25])[C:18]([O:20]CC)=[O:19])[C@H:13]([C:26]3[CH:31]=[CH:30][C:29]([Cl:32])=[CH:28][CH:27]=3)[C@H:12]([C:33]3[CH:38]=[CH:37][C:36]([Cl:39])=[CH:35][CH:34]=3)[O:11]2)=[CH:7][CH:6]=1, predict the reaction product. The product is: [F:4][C:5]1[CH:6]=[CH:7][C:8]([CH2:9][C@H:10]2[C:15](=[O:16])[N:14]([C@H:17]([CH2:23][CH2:24][CH3:25])[C:18]([OH:20])=[O:19])[C@H:13]([C:26]3[CH:31]=[CH:30][C:29]([Cl:32])=[CH:28][CH:27]=3)[C@H:12]([C:33]3[CH:34]=[CH:35][C:36]([Cl:39])=[CH:37][CH:38]=3)[O:11]2)=[CH:40][CH:41]=1. (5) Given the reactants [C:1]1([S:7]([N:10]([CH2:22][C:23](O)=[O:24])[C:11]2[CH:16]=[C:15]([C:17]([F:20])([F:19])[F:18])[CH:14]=[CH:13][C:12]=2[Cl:21])(=[O:9])=[O:8])[CH:6]=[CH:5][CH:4]=[CH:3][CH:2]=1.[N:26]1[CH:31]=[CH:30][C:29](NC)=[CH:28][CH:27]=1.[CH:34]([N:37](C(C)C)CC)(C)C, predict the reaction product. The product is: [C:1]1([S:7]([N:10]([C:11]2[CH:16]=[C:15]([C:17]([F:19])([F:18])[F:20])[CH:14]=[CH:13][C:12]=2[Cl:21])[CH2:22][C:23]([NH:37][CH2:34][C:29]2[CH:28]=[CH:27][N:26]=[CH:31][CH:30]=2)=[O:24])(=[O:8])=[O:9])[CH:6]=[CH:5][CH:4]=[CH:3][CH:2]=1. (6) Given the reactants [CH2:1]([N:8]([CH2:21][C:22]1[CH:27]=[CH:26][CH:25]=[CH:24][CH:23]=1)[C:9]1[CH:10]=[C:11]2[CH:17]=[C:16]([CH:18]([OH:20])[CH3:19])[NH:15][C:12]2=[CH:13][N:14]=1)[C:2]1[CH:7]=[CH:6][CH:5]=[CH:4][CH:3]=1, predict the reaction product. The product is: [CH2:21]([N:8]([CH2:1][C:2]1[CH:7]=[CH:6][CH:5]=[CH:4][CH:3]=1)[C:9]1[CH:10]=[C:11]2[CH:17]=[C:16]([C:18](=[O:20])[CH3:19])[NH:15][C:12]2=[CH:13][N:14]=1)[C:22]1[CH:23]=[CH:24][CH:25]=[CH:26][CH:27]=1. (7) Given the reactants [C:1]([C:5]1[O:6][CH:7]=[C:8]([C:10]2[CH:15]=[CH:14][C:13]([F:16])=[CH:12][CH:11]=2)[N:9]=1)([CH3:4])([CH3:3])[CH3:2].Br[C:18]1[N:23]=[C:22]2[N:24]([CH2:28][CH:29]([CH3:31])[CH3:30])[C:25]([NH2:27])=[N:26][C:21]2=[CH:20][CH:19]=1.C(=O)([O-])[O-].[Cs+].[Cs+].C1(P(C2C=CC=CC=2)C2C=CC=CC=2)C=CC=CC=1, predict the reaction product. The product is: [C:1]([C:5]1[O:6][C:7]([C:18]2[N:23]=[C:22]3[N:24]([CH2:28][CH:29]([CH3:31])[CH3:30])[C:25]([NH2:27])=[N:26][C:21]3=[CH:20][CH:19]=2)=[C:8]([C:10]2[CH:11]=[CH:12][C:13]([F:16])=[CH:14][CH:15]=2)[N:9]=1)([CH3:4])([CH3:2])[CH3:3].